This data is from Reaction yield outcomes from USPTO patents with 853,638 reactions. The task is: Predict the reaction yield, written as a fraction of the theoretical maximum amount of product (1.0 means a 100% yield; for example, 0.34 means a 34% yield). (1) The reactants are [CH2:1]([O:3][C:4]([N:6]1[C:14]2[C:9](=[CH:10][CH:11]=[C:12]([Cl:15])[CH:13]=2)/[C:8](=[CH:16]/[CH:17]2[CH2:22][CH2:21][CH2:20][CH2:19][CH2:18]2)/[C:7]1=[O:23])=[O:5])[CH3:2].[Cl:24][C:25]1[CH:30]=[CH:29][C:28]([CH:31]=[N:32][C:33]([O:35][Si](C)(C)C)=[CH2:34])=[CH:27][CH:26]=1. The catalyst is C1(C)C=CC=CC=1. The product is [CH2:1]([O:3][C:4]([N:6]1[C:14]2[C:9](=[CH:10][CH:11]=[C:12]([Cl:15])[CH:13]=2)[C:8]2([CH:16]([CH:17]3[CH2:18][CH2:19][CH2:20][CH2:21][CH2:22]3)[CH2:35][C:33](=[O:34])[NH:32][CH:31]2[C:28]2[CH:29]=[CH:30][C:25]([Cl:24])=[CH:26][CH:27]=2)[C:7]1=[O:23])=[O:5])[CH3:2]. The yield is 0.720. (2) The reactants are [OH:1][C:2]1[CH:15]=[CH:14][C:13]2[S:12][C:11]3[C:6](=[CH:7][CH:8]=[CH:9][CH:10]=3)[NH:5][C:4]=2[CH:3]=1.C([O-])([O-])=O.[K+].[K+].F[C:23]1[CH:28]=[CH:27][C:26]([N+:29]([O-:31])=[O:30])=[CH:25][CH:24]=1. The catalyst is CN(C=O)C. The product is [N+:29]([C:26]1[CH:27]=[CH:28][C:23]([O:1][C:2]2[CH:15]=[CH:14][C:13]3[S:12][C:11]4[C:6](=[CH:7][CH:8]=[CH:9][CH:10]=4)[NH:5][C:4]=3[CH:3]=2)=[CH:24][CH:25]=1)([O-:31])=[O:30]. The yield is 0.830. (3) The reactants are [F:1][C:2]([F:7])([F:6])[C:3]([OH:5])=[O:4].[F:8][C:9]([F:14])([F:13])[C:10]([OH:12])=[O:11].FC(F)(F)C(O)=O.[Cl:22][C:23]1[CH:24]=[N:25][C:26]2[NH:27][C:28]3[CH:29]=[N:30][CH:31]=[C:32]([CH:53]=3)[CH2:33][CH2:34][C:35]3[CH:43]=[C:39]([NH:40][C:41]=1[N:42]=2)[CH:38]=[CH:37][C:36]=3[NH:44][C:45](=[O:52])[CH2:46][C@@H:47]1[CH2:51][CH2:50][NH:49][CH2:48]1.[O:54]1[C:58]([C:59](Cl)=[O:60])=[CH:57][CH:56]=[N:55]1. No catalyst specified. The product is [F:1][C:2]([F:7])([F:6])[C:3]([OH:5])=[O:4].[F:8][C:9]([F:14])([F:13])[C:10]([OH:12])=[O:11].[Cl:22][C:23]1[CH:24]=[N:25][C:26]2[NH:27][C:28]3[CH:29]=[N:30][CH:31]=[C:32]([CH:53]=3)[CH2:33][CH2:34][C:35]3[CH:43]=[C:39]([NH:40][C:41]=1[N:42]=2)[CH:38]=[CH:37][C:36]=3[NH:44][C:45](=[O:52])[CH2:46][C@@H:47]1[CH2:51][CH2:50][N:49]([C:59]([C:58]2[O:54][N:55]=[CH:56][CH:57]=2)=[O:60])[CH2:48]1. The yield is 0.810. (4) The reactants are [Cl:1][C:2]1[CH:7]=[C:6]([Cl:8])[CH:5]=[CH:4][C:3]=1[C:9]1[C:14]2=[N:15][C:16]3[CH:21]=[CH:20][CH:19]=[C:18]([N:22]([CH2:25][CH3:26])[CH2:23][CH3:24])[C:17]=3[N:13]2[CH2:12][CH2:11][CH:10]=1. The catalyst is [Pd]. The product is [Cl:1][C:2]1[CH:7]=[C:6]([Cl:8])[CH:5]=[CH:4][C:3]=1[CH:9]1[C:14]2=[N:15][C:16]3[CH:21]=[CH:20][CH:19]=[C:18]([N:22]([CH2:25][CH3:26])[CH2:23][CH3:24])[C:17]=3[N:13]2[CH2:12][CH2:11][CH2:10]1. The yield is 0.470. (5) The reactants are C([O-])(O)=O.[Na+].[SH:6][C:7]1[CH:8]=[C:9]([CH2:13][OH:14])[CH:10]=[CH:11][CH:12]=1.Br[C:16]1[CH:17]=[CH:18][C:19]([C:22]#[N:23])=[N:20][CH:21]=1. The catalyst is CN(C=O)C.C(OCC)(=O)C. The product is [OH:14][CH2:13][C:9]1[CH:8]=[C:7]([S:6][C:16]2[CH:17]=[CH:18][C:19]([C:22]#[N:23])=[N:20][CH:21]=2)[CH:12]=[CH:11][CH:10]=1. The yield is 0.590. (6) The reactants are Cl[C:2]1[N:7]=[C:6]([CH:8]([CH:11]2[N:15]([CH2:16][CH3:17])[C:14]3[CH:18]=[CH:19][CH:20]=[CH:21][C:13]=3[NH:12]2)[C:9]#[N:10])[C:5]([CH3:22])=[CH:4][N:3]=1.[NH2:23][CH2:24][CH2:25][N:26]1[CH:30]=[CH:29][CH:28]=[N:27]1. No catalyst specified. The product is [CH2:16]([N:15]1[C:14]2[CH:18]=[CH:19][CH:20]=[CH:21][C:13]=2[N:12]=[C:11]1[CH:8]([C:6]1[C:5]([CH3:22])=[CH:4][N:3]=[C:2]([NH:23][CH2:24][CH2:25][N:26]2[CH:30]=[CH:29][CH:28]=[N:27]2)[N:7]=1)[C:9]#[N:10])[CH3:17]. The yield is 0.740. (7) The reactants are [CH:1](=[O:13])[C:2]1[CH:12]=[C:9]([O:10][CH3:11])[C:7]([OH:8])=[C:4]([O:5][CH3:6])[CH:3]=1.CCN(C(C)C)C(C)C.Br[CH2:24][C:25]([O:27][CH3:28])=[O:26].O. The catalyst is C(Cl)Cl. The product is [CH:1]([C:2]1[CH:12]=[C:9]([O:10][CH3:11])[C:7]([O:8][CH2:24][C:25]([O:27][CH3:28])=[O:26])=[C:4]([O:5][CH3:6])[CH:3]=1)=[O:13]. The yield is 0.929.